This data is from Catalyst prediction with 721,799 reactions and 888 catalyst types from USPTO. The task is: Predict which catalyst facilitates the given reaction. Reactant: [S:1]1[CH:5]=[CH:4][N:3]=[C:2]1[C:6]1[CH2:10][C:9]2([CH2:15][CH2:14][NH:13][CH2:12][CH2:11]2)[O:8][N:7]=1.C(N(CC)CC)C.[C:23]([C:27]1[CH:32]=[CH:31][C:30]([N:33]=[C:34]=[O:35])=[CH:29][CH:28]=1)([CH3:26])([CH3:25])[CH3:24]. Product: [C:23]([C:27]1[CH:32]=[CH:31][C:30]([NH:33][C:34]([N:13]2[CH2:14][CH2:15][C:9]3([O:8][N:7]=[C:6]([C:2]4[S:1][CH:5]=[CH:4][N:3]=4)[CH2:10]3)[CH2:11][CH2:12]2)=[O:35])=[CH:29][CH:28]=1)([CH3:26])([CH3:24])[CH3:25]. The catalyst class is: 11.